The task is: Predict the reactants needed to synthesize the given product.. This data is from Full USPTO retrosynthesis dataset with 1.9M reactions from patents (1976-2016). (1) Given the product [Si:17]([O:1][CH:2]1[CH2:3][CH2:4][CH:5]([C:8]([O:10][CH3:11])=[O:9])[CH2:6][CH2:7]1)([C:20]([CH3:23])([CH3:22])[CH3:21])([CH3:19])[CH3:18], predict the reactants needed to synthesize it. The reactants are: [OH:1][CH:2]1[CH2:7][CH2:6][CH:5]([C:8]([O:10][CH3:11])=[O:9])[CH2:4][CH2:3]1.N1C=CN=C1.[Si:17](Cl)([C:20]([CH3:23])([CH3:22])[CH3:21])([CH3:19])[CH3:18].CCCCCC.C(OCC)(=O)C. (2) Given the product [CH3:23][S:20]([O:1][CH2:2][CH2:3][C:4]1([CH2:17][CH2:18][O:19][S:20]([CH3:23])(=[O:22])=[O:21])[CH2:9][CH2:8][N:7]([C:10]([O:12][C:13]([CH3:15])([CH3:14])[CH3:16])=[O:11])[CH2:6][CH2:5]1)(=[O:22])=[O:21], predict the reactants needed to synthesize it. The reactants are: [OH:1][CH2:2][CH2:3][C:4]1([CH2:17][CH2:18][OH:19])[CH2:9][CH2:8][N:7]([C:10]([O:12][C:13]([CH3:16])([CH3:15])[CH3:14])=[O:11])[CH2:6][CH2:5]1.[S:20](Cl)([CH3:23])(=[O:22])=[O:21]. (3) Given the product [N+:1]([C:4]1[CH:5]=[CH:6][C:7]([CH:10]2[O:15][CH2:14][CH2:13][N:12]([C:21]([O:20][C:17]([CH3:19])([CH3:18])[CH3:16])=[O:22])[CH2:11]2)=[CH:8][CH:9]=1)([O-:3])=[O:2], predict the reactants needed to synthesize it. The reactants are: [N+:1]([C:4]1[CH:9]=[CH:8][C:7]([CH:10]2[O:15][CH2:14][CH2:13][NH:12][CH2:11]2)=[CH:6][CH:5]=1)([O-:3])=[O:2].[CH3:16][C:17]([O:20][C:21](O[C:21]([O:20][C:17]([CH3:19])([CH3:18])[CH3:16])=[O:22])=[O:22])([CH3:19])[CH3:18]. (4) Given the product [Br:1][C:2]1[C:27]([O:28][CH3:29])=[CH:26][C:5]2[CH2:6][CH2:7][C:8]3[C:12]([C:4]=2[CH:3]=1)=[N:11][N:10]([CH2:13][CH2:14][NH:15][C:16]([O:18][C:19]([CH3:21])([CH3:22])[CH3:20])=[O:17])[C:9]=3[C:23]([OH:25])=[O:24], predict the reactants needed to synthesize it. The reactants are: [Br:1][C:2]1[C:27]([O:28][CH3:29])=[CH:26][C:5]2[CH2:6][CH2:7][C:8]3[C:12]([C:4]=2[CH:3]=1)=[N:11][N:10]([CH2:13][CH2:14][NH:15][C:16]([O:18][C:19]([CH3:22])([CH3:21])[CH3:20])=[O:17])[C:9]=3[C:23]([O-:25])=[O:24].O.[OH-].[Li+]. (5) Given the product [NH2:13][C:12]1[NH:19][N:18]=[C:10]([C:4]2[CH:5]=[C:6]([O:8][CH3:9])[CH:7]=[C:2]([F:1])[CH:3]=2)[C:11]=1[C:14]#[N:15], predict the reactants needed to synthesize it. The reactants are: [F:1][C:2]1[CH:3]=[C:4]([C:10](OC)=[C:11]([C:14]#[N:15])[C:12]#[N:13])[CH:5]=[C:6]([O:8][CH3:9])[CH:7]=1.[NH2:18][NH2:19]. (6) Given the product [CH3:1][O:2][CH2:3][CH2:4][N:5]([CH2:6][C:7]1[CH:8]=[CH:9][C:10]([C:13]2[S:14][C:15]3[N:16]=[CH:17][N:18]=[C:19]([NH:22][C:23]4[CH:28]=[CH:27][C:26]([O:29][C:30]5[CH:31]=[N:32][C:33]([CH3:36])=[CH:34][CH:35]=5)=[C:25]([CH3:37])[CH:24]=4)[C:20]=3[N:21]=2)=[CH:11][CH:12]=1)[C:38](=[O:40])[CH3:39], predict the reactants needed to synthesize it. The reactants are: [CH3:1][O:2][CH2:3][CH2:4][NH:5][CH2:6][C:7]1[CH:12]=[CH:11][C:10]([C:13]2[S:14][C:15]3[N:16]=[CH:17][N:18]=[C:19]([NH:22][C:23]4[CH:28]=[CH:27][C:26]([O:29][C:30]5[CH:31]=[N:32][C:33]([CH3:36])=[CH:34][CH:35]=5)=[C:25]([CH3:37])[CH:24]=4)[C:20]=3[N:21]=2)=[CH:9][CH:8]=1.[C:38](OC(=O)C)(=[O:40])[CH3:39].C(N(CC)CC)C.C(=O)([O-])O.[Na+]. (7) Given the product [CH2:5]([O:7][C:8]([C:10]1[N:11]=[C:12]([S:16][CH2:21][CH:20]([O:23][CH2:24][CH3:25])[O:19][CH2:17][CH3:18])[NH:13][C:14]=1[CH3:15])=[O:9])[CH3:6], predict the reactants needed to synthesize it. The reactants are: [O-]CC.[Na+].[CH2:5]([O:7][C:8]([C:10]1[NH:11][C:12](=[S:16])[NH:13][C:14]=1[CH3:15])=[O:9])[CH3:6].[CH2:17]([O:19][CH:20]([O:23][CH2:24][CH3:25])[CH2:21]Br)[CH3:18].